From a dataset of Reaction yield outcomes from USPTO patents with 853,638 reactions. Predict the reaction yield, written as a fraction of the theoretical maximum amount of product (1.0 means a 100% yield; for example, 0.34 means a 34% yield). (1) The reactants are [CH2:1]([O:8][C:9]([N:11]1[CH2:20][CH2:19][C:18]2[N:17]=[C:16]([CH3:21])[C:15]([C:22](O)=[O:23])=[C:14]([C:25]3[CH:30]=[CH:29][C:28]([CH3:31])=[CH:27][CH:26]=3)[C:13]=2[CH2:12]1)=[O:10])[C:2]1[CH:7]=[CH:6][CH:5]=[CH:4][CH:3]=1.[C:32](Cl)(=[O:36])C(Cl)=O.CCN(C(C)C)C(C)C.[Br-].C(C[S+]1CCCC1)#N.OOS([O-])=O.[K+].[CH3:62][OH:63]. The catalyst is C(Cl)Cl.O.CN(C=O)C. The product is [CH3:62][O:63][C:32](=[O:36])[C:22]([C:15]1[C:16]([CH3:21])=[N:17][C:18]2[CH2:19][CH2:20][N:11]([C:9]([O:8][CH2:1][C:2]3[CH:7]=[CH:6][CH:5]=[CH:4][CH:3]=3)=[O:10])[CH2:12][C:13]=2[C:14]=1[C:25]1[CH:26]=[CH:27][C:28]([CH3:31])=[CH:29][CH:30]=1)=[O:23]. The yield is 0.320. (2) The reactants are [OH-].[Na+].[N+](C1C=CC(C([O:12][C@H:13]2[CH2:16][C@H:15]([CH2:17][CH2:18][O:19][CH2:20][C:21]3[CH:26]=[CH:25][CH:24]=[CH:23][CH:22]=3)[CH2:14]2)=O)=CC=1)([O-])=O.CC(O)=O. The catalyst is O1CCOCC1. The product is [CH2:20]([O:19][CH2:18][CH2:17][C@H:15]1[CH2:14][C@H:13]([OH:12])[CH2:16]1)[C:21]1[CH:26]=[CH:25][CH:24]=[CH:23][CH:22]=1. The yield is 0.975. (3) The reactants are Br[C:2]1[CH:3]=[C:4]([C:9]2([C:19]3[CH:24]=[CH:23][C:22]([O:25][CH3:26])=[C:21]([CH3:27])[CH:20]=3)[C:17]3[C:12](=[CH:13][CH:14]=[CH:15][CH:16]=3)[C:11]([NH2:18])=[N:10]2)[CH:5]=[CH:6][C:7]=1[F:8].[F:28][C:29]1[C:34](B(O)O)=[CH:33][CH:32]=[CH:31][N:30]=1. No catalyst specified. The product is [F:8][C:7]1[CH:6]=[CH:5][C:4]([C:9]2([C:19]3[CH:24]=[CH:23][C:22]([O:25][CH3:26])=[C:21]([CH3:27])[CH:20]=3)[C:17]3[C:12](=[CH:13][CH:14]=[CH:15][CH:16]=3)[C:11]([NH2:18])=[N:10]2)=[CH:3][C:2]=1[C:34]1[C:29]([F:28])=[N:30][CH:31]=[CH:32][CH:33]=1. The yield is 0.0500.